The task is: Predict the reaction yield, written as a fraction of the theoretical maximum amount of product (1.0 means a 100% yield; for example, 0.34 means a 34% yield).. This data is from Reaction yield outcomes from USPTO patents with 853,638 reactions. (1) The reactants are [NH2:1][C:2]1[C:3]([F:28])=[C:4]([CH:25]=[CH:26][CH:27]=1)[C:5]([NH:7][C:8]1[N:9]([CH3:24])[N:10]=[C:11]([C:17]([F:23])([F:22])[C:18]([F:21])([F:20])[F:19])[C:12]=1[C:13]([F:16])([F:15])[F:14])=[O:6].[C:29](O)(=O)[CH3:30].C(=O)C.C([BH3-])#N.[Na+].C(=O)([O-])O.[Na+]. The product is [CH2:29]([NH:1][C:2]1[C:3]([F:28])=[C:4]([CH:25]=[CH:26][CH:27]=1)[C:5]([NH:7][C:8]1[N:9]([CH3:24])[N:10]=[C:11]([C:17]([F:22])([F:23])[C:18]([F:19])([F:20])[F:21])[C:12]=1[C:13]([F:15])([F:16])[F:14])=[O:6])[CH3:30]. The yield is 0.800. The catalyst is CO. (2) The reactants are [CH3:1][C:2]1[CH:7]=[CH:6][CH:5]=[CH:4][C:3]=1[OH:8].[Br:9][CH2:10][CH2:11][CH2:12]Br.C([O-])([O-])=O.[Cs+].[Cs+]. The catalyst is C(#N)C. The product is [CH3:1][C:2]1[CH:7]=[CH:6][CH:5]=[CH:4][C:3]=1[O:8][CH2:12][CH2:11][CH2:10][Br:9]. The yield is 0.441.